Dataset: Reaction yield outcomes from USPTO patents with 853,638 reactions. Task: Predict the reaction yield, written as a fraction of the theoretical maximum amount of product (1.0 means a 100% yield; for example, 0.34 means a 34% yield). The reactants are [CH3:1][O:2][C:3]1[CH:8]=[C:7]([N+:9]([O-:11])=[O:10])[CH:6]=[CH:5][C:4]=1[OH:12].[I-].[K+].C(=O)([O-])[O-].[K+].[K+].Br[CH2:22][CH2:23][O:24][CH:25]1[CH2:30][CH2:29][CH2:28][CH2:27][O:26]1. The catalyst is CN(C=O)C. The product is [CH3:1][O:2][C:3]1[CH:8]=[C:7]([N+:9]([O-:11])=[O:10])[CH:6]=[CH:5][C:4]=1[O:12][CH2:22][CH2:23][O:24][CH:25]1[CH2:30][CH2:29][CH2:28][CH2:27][O:26]1. The yield is 0.800.